This data is from NCI-60 drug combinations with 297,098 pairs across 59 cell lines. The task is: Regression. Given two drug SMILES strings and cell line genomic features, predict the synergy score measuring deviation from expected non-interaction effect. (1) Drug 1: CC1=C2C(C(=O)C3(C(CC4C(C3C(C(C2(C)C)(CC1OC(=O)C(C(C5=CC=CC=C5)NC(=O)C6=CC=CC=C6)O)O)OC(=O)C7=CC=CC=C7)(CO4)OC(=O)C)O)C)OC(=O)C. Drug 2: C1C(C(OC1N2C=NC(=NC2=O)N)CO)O. Cell line: HOP-92. Synergy scores: CSS=11.0, Synergy_ZIP=-5.18, Synergy_Bliss=-4.71, Synergy_Loewe=-13.1, Synergy_HSA=-7.33. (2) Drug 1: C(CC(=O)O)C(=O)CN.Cl. Drug 2: CS(=O)(=O)OCCCCOS(=O)(=O)C. Cell line: NCI-H322M. Synergy scores: CSS=23.0, Synergy_ZIP=-5.90, Synergy_Bliss=-1.10, Synergy_Loewe=-8.03, Synergy_HSA=-2.51. (3) Drug 1: CC(CN1CC(=O)NC(=O)C1)N2CC(=O)NC(=O)C2. Drug 2: CC(C)(C#N)C1=CC(=CC(=C1)CN2C=NC=N2)C(C)(C)C#N. Cell line: 786-0. Synergy scores: CSS=7.87, Synergy_ZIP=-5.83, Synergy_Bliss=-0.722, Synergy_Loewe=0.134, Synergy_HSA=0.507. (4) Drug 1: CS(=O)(=O)C1=CC(=C(C=C1)C(=O)NC2=CC(=C(C=C2)Cl)C3=CC=CC=N3)Cl. Drug 2: C1CCC(C(C1)N)N.C(=O)(C(=O)[O-])[O-].[Pt+4]. Cell line: HCC-2998. Synergy scores: CSS=28.8, Synergy_ZIP=-0.299, Synergy_Bliss=8.21, Synergy_Loewe=-6.77, Synergy_HSA=8.34.